From a dataset of Reaction yield outcomes from USPTO patents with 853,638 reactions. Predict the reaction yield, written as a fraction of the theoretical maximum amount of product (1.0 means a 100% yield; for example, 0.34 means a 34% yield). The reactants are [Cl:1][C:2]1[CH:3]=[C:4]([CH:30]=[CH:31][CH:32]=1)[O:5][C:6]1[S:27][C:9]2[N:10]([CH3:26])[C:11](=[O:25])[N:12]([CH2:15][CH2:16][CH2:17][O:18][CH:19]3[CH2:24][CH2:23][CH2:22][CH2:21][O:20]3)[C:13](=[O:14])[C:8]=2[C:7]=1[CH:28]=[O:29].[Cl:33][C:34]1[CH:35]=[C:36]([Mg]Br)[CH:37]=[CH:38][CH:39]=1. The catalyst is C1COCC1.CC(=O)OCC.O. The product is [Cl:1][C:2]1[CH:3]=[C:4]([CH:30]=[CH:31][CH:32]=1)[O:5][C:6]1[S:27][C:9]2[N:10]([CH3:26])[C:11](=[O:25])[N:12]([CH2:15][CH2:16][CH2:17][O:18][CH:19]3[CH2:24][CH2:23][CH2:22][CH2:21][O:20]3)[C:13](=[O:14])[C:8]=2[C:7]=1[CH:28]([C:37]1[CH:36]=[CH:35][C:34]([Cl:33])=[CH:39][CH:38]=1)[OH:29]. The yield is 0.563.